This data is from Full USPTO retrosynthesis dataset with 1.9M reactions from patents (1976-2016). The task is: Predict the reactants needed to synthesize the given product. (1) Given the product [CH2:1]([N:8]1[CH:12]=[C:11]([CH:13]=[O:14])[C:10]([O:15][CH2:16][C:17]2[CH:22]=[CH:21][C:20]([O:23][CH2:24][C:25]3[N:26]=[C:27]([C:31]4[O:32][CH:33]=[CH:34][CH:35]=4)[O:28][C:29]=3[CH3:30])=[C:19]([Cl:36])[CH:18]=2)=[N:9]1)[C:2]1[CH:3]=[CH:4][CH:5]=[CH:6][CH:7]=1, predict the reactants needed to synthesize it. The reactants are: [CH2:1]([N:8]1[CH:12]=[C:11]([CH2:13][OH:14])[C:10]([O:15][CH2:16][C:17]2[CH:22]=[CH:21][C:20]([O:23][CH2:24][C:25]3[N:26]=[C:27]([C:31]4[O:32][CH:33]=[CH:34][CH:35]=4)[O:28][C:29]=3[CH3:30])=[C:19]([Cl:36])[CH:18]=2)=[N:9]1)[C:2]1[CH:7]=[CH:6][CH:5]=[CH:4][CH:3]=1. (2) Given the product [Cl:23][C:24]1[CH:25]=[C:26]([C:2]2[CH:3]=[C:4]([NH:14][C:15](=[O:22])[C:16]3[CH:21]=[CH:20][CH:19]=[N:18][CH:17]=3)[CH:5]=[N:6][C:7]=2[O:8][CH2:9][C:10]([F:13])([F:12])[F:11])[CH:27]=[CH:28][C:29]=1[F:30], predict the reactants needed to synthesize it. The reactants are: Br[C:2]1[CH:3]=[C:4]([NH:14][C:15](=[O:22])[C:16]2[CH:21]=[CH:20][CH:19]=[N:18][CH:17]=2)[CH:5]=[N:6][C:7]=1[O:8][CH2:9][C:10]([F:13])([F:12])[F:11].[Cl:23][C:24]1[CH:25]=[C:26](B(O)O)[CH:27]=[CH:28][C:29]=1[F:30]. (3) Given the product [OH:23][CH2:22][CH2:21][CH2:20][CH2:19][CH2:18][NH:17][CH2:26][C:6]1[C:5]2[C:14]([CH:13]=[C:12]3[C:7]=1[CH:8]=[CH:9][CH:10]=[CH:11]3)=[CH:1][CH:2]=[CH:3][CH:4]=2, predict the reactants needed to synthesize it. The reactants are: [C:1]1(C=O)[C:14]2[C:5](=[CH:6][C:7]3[C:12]([CH:13]=2)=[CH:11][CH:10]=[CH:9][CH:8]=3)[CH:4]=[CH:3][CH:2]=1.[NH2:17][CH2:18][CH2:19][CH2:20][CH2:21][CH2:22][OH:23].[BH4-].[Na+].[CH2:26](O)C. (4) Given the product [C:1]([O:5][C:6]([NH:8][C@@H:9]([CH3:16])[CH2:10][O:11][S:12]([CH3:15])(=[O:14])=[O:13])=[O:7])([CH3:4])([CH3:3])[CH3:2], predict the reactants needed to synthesize it. The reactants are: [C:1]([O:5][C:6]([NH:8][C@H:9]([CH3:16])[CH2:10][O:11][S:12]([CH3:15])(=[O:14])=[O:13])=[O:7])([CH3:4])([CH3:3])[CH3:2].C([C@@](N)(C)CO)(OC(C)(C)C)=O. (5) Given the product [CH3:1][C:2]1[C:7]2[C:8](=[O:10])[O:9][C:13](=[O:15])[NH:11][C:6]=2[CH:5]=[CH:4][CH:3]=1, predict the reactants needed to synthesize it. The reactants are: [CH3:1][C:2]1[CH:3]=[CH:4][CH:5]=[C:6]([NH2:11])[C:7]=1[C:8]([OH:10])=[O:9].Cl[C:13](Cl)([O:15]C(=O)OC(Cl)(Cl)Cl)Cl.C(=O)([O-])O.[Na+]. (6) Given the product [ClH:1].[ClH:1].[CH3:3][N:4]([CH3:29])[C@H:5]1[CH2:9][CH2:8][N:7]([CH:51]2[CH2:52][CH2:53][CH2:54][CH2:55][C:50]2([CH:39]([C:40]2[CH:45]=[CH:44][CH:43]=[C:42]([C:46]([F:47])([F:49])[F:48])[CH:41]=2)[CH3:38])[OH:56])[CH2:6]1, predict the reactants needed to synthesize it. The reactants are: [ClH:1].Cl.[CH3:3][N:4]([CH3:29])[C@H:5]1[CH2:9][CH2:8][N:7](CC(C2(O)CCCCC2)C2C=CC=C(C(F)(F)F)C=2)[CH2:6]1.Cl.Cl.N[C@H]1CCN([CH2:38][CH:39]([C:50]2([OH:56])[CH2:55][CH2:54][CH2:53][CH2:52][CH2:51]2)[C:40]2[CH:45]=[CH:44][CH:43]=[C:42]([C:46]([F:49])([F:48])[F:47])[CH:41]=2)C1. (7) Given the product [CH3:12][CH:11]([O:1][C:2]1[CH:9]=[CH:8][CH:7]=[CH:6][C:3]=1[CH:4]=[O:5])[CH3:13], predict the reactants needed to synthesize it. The reactants are: [OH:1][C:2]1[CH:9]=[CH:8][CH:7]=[CH:6][C:3]=1[CH:4]=[O:5].I[CH:11]([CH3:13])[CH3:12].C(=O)([O-])[O-].[K+].[K+].CN(C)C=O. (8) Given the product [Cl:40][C:30]1[CH:29]=[C:28]([C:26]([CH3:27])([CH:10]([CH:5]([CH3:6])[CH3:7])[CH:9]=[CH2:8])[C:25]([OH:24])=[O:41])[CH:33]=[CH:32][C:31]=1[CH2:34][CH2:35][C:36]([CH3:37])([CH3:38])[CH3:39], predict the reactants needed to synthesize it. The reactants are: C(N[CH:5]([CH3:7])[CH3:6])(C)C.[CH2:8]([Li])[CH2:9][CH2:10]C.CCCCCC.CC(C)/C=C/C[O:24][C:25](=[O:41])[CH:26]([C:28]1[CH:33]=[CH:32][C:31]([CH2:34][CH2:35][C:36]([CH3:39])([CH3:38])[CH3:37])=[C:30]([Cl:40])[CH:29]=1)[CH3:27].Cl[Si](C)(C)C.Cl. (9) Given the product [Br:30][C:11]1[CH:12]=[CH:13][CH:14]=[C:9]([C:3]2[C:2]([Cl:1])=[CH:7][CH:6]=[CH:5][C:4]=2[Cl:8])[C:10]=1[OH:15], predict the reactants needed to synthesize it. The reactants are: [Cl:1][C:2]1[CH:7]=[CH:6][CH:5]=[C:4]([Cl:8])[C:3]=1[C:9]1[C:10]([OH:15])=[CH:11][CH:12]=[CH:13][CH:14]=1.C(NC(C)C)(C)C.C1C(=O)N([Br:30])C(=O)C1. (10) Given the product [CH3:1][C:2]1[O:6][N:5]=[C:4]([NH:7][S:8]([C:11]2[CH:16]=[CH:15][C:14]([NH2:17])=[CH:13][CH:12]=2)(=[O:10])=[O:9])[CH:3]=1.[O:24]=[C:23]([NH2:32])[C@@H:22]([C@H:21]([C@@H:20]([C@@H:19]([CH2:18][OH:29])[OH:25])[OH:28])[OH:27])[OH:26], predict the reactants needed to synthesize it. The reactants are: [CH3:1][C:2]1[O:6][N:5]=[C:4]([NH:7][S:8]([C:11]2[CH:12]=[CH:13][C:14]([NH2:17])=[CH:15][CH:16]=2)(=[O:10])=[O:9])[CH:3]=1.[CH2:18]([OH:29])[C@H:19]1[O:25][C:23](=[O:24])[C@H:22]([OH:26])[C@@H:21]([OH:27])[C@@H:20]1[OH:28].C([N:32](CC)CC)C.